Dataset: Full USPTO retrosynthesis dataset with 1.9M reactions from patents (1976-2016). Task: Predict the reactants needed to synthesize the given product. (1) Given the product [N:13]1[CH:18]=[CH:17][CH:16]=[C:15]([C:2]2[CH:3]=[C:4]3[C:9](=[CH:10][CH:11]=2)[NH:8][C:7](=[O:12])[CH2:6][CH2:5]3)[CH:14]=1, predict the reactants needed to synthesize it. The reactants are: Br[C:2]1[CH:3]=[C:4]2[C:9](=[CH:10][CH:11]=1)[NH:8][C:7](=[O:12])[CH2:6][CH2:5]2.[N:13]1[CH:18]=[CH:17][CH:16]=[C:15](B(O)O)[CH:14]=1.C(=O)([O-])[O-].[K+].[K+]. (2) Given the product [OH:20][CH2:21][CH2:22][N:23]1[C:13]([C:10]2[C:9]([CH3:19])=[N:8][N:7]([C:1]3[CH:6]=[CH:5][CH:4]=[CH:3][CH:2]=3)[C:11]=2[OH:12])=[CH:14][C:15]([CH3:16])=[N:24]1, predict the reactants needed to synthesize it. The reactants are: [C:1]1([N:7]2[C:11](=[O:12])[CH:10]([C:13](=O)[CH2:14][C:15](=O)[CH3:16])[C:9]([CH3:19])=[N:8]2)[CH:6]=[CH:5][CH:4]=[CH:3][CH:2]=1.[OH:20][CH2:21][CH2:22][NH:23][NH2:24]. (3) The reactants are: N[C:2]1[CH:11]=[C:10]2[C:5]([C:6](=[O:22])[N:7]([C:15]3[CH:20]=[CH:19][C:18]([Cl:21])=[CH:17][CH:16]=3)[C:8]([CH:12]([CH3:14])[CH3:13])=[N:9]2)=[CH:4][CH:3]=1.N([O-])=[O:24].[Na+]. Given the product [Cl:21][C:18]1[CH:19]=[CH:20][C:15]([N:7]2[C:6](=[O:22])[C:5]3[C:10](=[CH:11][C:2]([OH:24])=[CH:3][CH:4]=3)[N:9]=[C:8]2[CH:12]([CH3:14])[CH3:13])=[CH:16][CH:17]=1, predict the reactants needed to synthesize it. (4) Given the product [F:1][C:2]1[C:3]([OH:49])=[CH:4][C:5]([CH2:44][C:45]([F:47])([F:46])[F:48])=[C:6]([C:8]2[N:13]=[C:12]([NH:14][CH2:15][C:16]3[CH:21]=[C:20]([OH:22])[CH:19]=[CH:18][C:17]=3[N:24]([CH3:29])[S:25]([CH3:28])(=[O:27])=[O:26])[C:11]3[C:30]([C:41]([NH:62][C:63]4[CH:68]=[N:67][C:66]([NH:69][CH2:70][CH2:71][OH:72])=[CH:65][CH:64]=4)=[O:42])=[N:31][NH:32][C:10]=3[CH:9]=2)[CH:7]=1, predict the reactants needed to synthesize it. The reactants are: [F:1][C:2]1[C:3]([O:49]COCC[Si](C)(C)C)=[CH:4][C:5]([CH2:44][C:45]([F:48])([F:47])[F:46])=[C:6]([C:8]2[N:13]=[C:12]([NH:14][CH2:15][C:16]3[CH:21]=[C:20]([O:22]C)[CH:19]=[CH:18][C:17]=3[N:24]([CH3:29])[S:25]([CH3:28])(=[O:27])=[O:26])[C:11]3[C:30]([C:41](O)=[O:42])=[N:31][N:32](COCC[Si](C)(C)C)[C:10]=3[CH:9]=2)[CH:7]=1.B(Br)(Br)Br.[NH2:62][C:63]1[CH:64]=[CH:65][C:66]([NH:69][CH2:70][CH2:71][OH:72])=[N:67][CH:68]=1.CCN(C(C)C)C(C)C.CN(C(ON1N=NC2C=CC=NC1=2)=[N+](C)C)C.F[P-](F)(F)(F)(F)F. (5) Given the product [F:1][C:2]1[C:3]([CH3:12])=[C:4]([NH2:9])[CH:5]=[C:6]([F:8])[CH:7]=1, predict the reactants needed to synthesize it. The reactants are: [F:1][C:2]1[CH:7]=[C:6]([F:8])[CH:5]=[C:4]([N+:9]([O-])=O)[C:3]=1[CH3:12]. (6) Given the product [CH:22]([C:25]1[CH:30]=[CH:29][CH:28]=[C:27]([CH:31]([CH3:32])[CH3:33])[C:26]=1[NH:34][C:35]([N:3]1[CH:4]([C:12]([OH:14])=[O:13])[CH2:5][C:6]2[C:11](=[CH:10][CH:9]=[CH:8][CH:7]=2)[CH2:2]1)=[O:36])([CH3:23])[CH3:24], predict the reactants needed to synthesize it. The reactants are: Cl.[CH2:2]1[C:11]2[C:6](=[CH:7][CH:8]=[CH:9][CH:10]=2)[CH2:5][CH:4]([C:12]([OH:14])=[O:13])[NH:3]1.C(N(CC)CC)C.[CH:22]([C:25]1[CH:30]=[CH:29][CH:28]=[C:27]([CH:31]([CH3:33])[CH3:32])[C:26]=1[N:34]=[C:35]=[O:36])([CH3:24])[CH3:23].Cl. (7) Given the product [CH2:1]([O:5][C:6]1[CH:11]=[CH:10][C:9]([CH2:12][C@H:13]([NH:18][C:19]([C@H:21]([C@@:39]([OH:48])([CH2:43][CH2:44][C:45]([OH:47])=[O:46])[C:40]([OH:42])=[O:41])/[CH:22]=[CH:23]/[CH2:24][CH2:25][CH2:26][CH2:27][CH2:28][CH2:29][C:30](=[O:38])[CH2:31][CH2:32][CH2:33][CH2:34][CH2:35][CH2:36][CH3:37])=[O:20])[C:14]([OH:16])=[O:15])=[CH:8][CH:7]=1)[C:2]#[C:3][CH3:4], predict the reactants needed to synthesize it. The reactants are: [CH2:1]([O:5][C:6]1[CH:11]=[CH:10][C:9]([CH2:12][C@H:13]([NH:18][C:19]([C@H:21]([C@@:39]([OH:48])([CH2:43][CH2:44][C:45]([O-:47])=[O:46])[C:40]([O-:42])=[O:41])/[CH:22]=[CH:23]/[CH2:24][CH2:25][CH2:26][CH2:27][CH2:28][CH2:29][C:30](=[O:38])[CH2:31][CH2:32][CH2:33][CH2:34][CH2:35][CH2:36][CH3:37])=[O:20])[C:14]([O:16]C)=[O:15])=[CH:8][CH:7]=1)[C:2]#[C:3][CH3:4].C(#N)C.C(N(CC)CC)C.[Br-].[Li+].